Predict the reaction yield, written as a fraction of the theoretical maximum amount of product (1.0 means a 100% yield; for example, 0.34 means a 34% yield). From a dataset of Reaction yield outcomes from USPTO patents with 853,638 reactions. (1) The reactants are [C:1]([O:5][C:6](=[O:22])[N:7]([C:14]1[N:19]=[CH:18][C:17]([CH2:20]O)=[CH:16][N:15]=1)[C:8]1[CH:13]=[CH:12][CH:11]=[CH:10][CH:9]=1)([CH3:4])([CH3:3])[CH3:2].C(N(CC)CC)C.CS(Cl)(=O)=O.[CH2:35]([C:37]1[NH:38][C:39]2[C:40]([N:47]=1)=[N:41][C:42]([CH3:46])=[CH:43][C:44]=2[CH3:45])[CH3:36].O.[OH-].[Li+]. The catalyst is ClCCl.C(Cl)(Cl)Cl.C(OCC)(=O)C.CO. The product is [C:1]([O:5][C:6](=[O:22])[N:7]([C:14]1[N:19]=[CH:18][C:17]([CH2:20][N:47]2[C:40]3=[N:41][C:42]([CH3:46])=[CH:43][C:44]([CH3:45])=[C:39]3[N:38]=[C:37]2[CH2:35][CH3:36])=[CH:16][N:15]=1)[C:8]1[CH:13]=[CH:12][CH:11]=[CH:10][CH:9]=1)([CH3:4])([CH3:3])[CH3:2]. The yield is 0.810. (2) The reactants are [F:1][C:2]1([F:49])[CH2:7][C@H:6]([O:8][C:9]2[C:14]([F:15])=[CH:13][C:12]([S:16]([N:19](CC3C=CC(OC)=CC=3OC)[C:20]3[CH:25]=[CH:24][N:23]=[CH:22][N:21]=3)(=[O:18])=[O:17])=[C:11]([F:37])[CH:10]=2)[C@@H:5]([C:38]2[CH:39]=[N:40][N:41](C3CCCCO3)[CH:42]=2)[CH2:4][CH2:3]1.C([SiH](CC)CC)C.FC(F)(F)C(O)=O.ClCCl. The catalyst is CO. The product is [F:49][C:2]1([F:1])[CH2:7][C@H:6]([O:8][C:9]2[C:14]([F:15])=[CH:13][C:12]([S:16]([NH:19][C:20]3[CH:25]=[CH:24][N:23]=[CH:22][N:21]=3)(=[O:17])=[O:18])=[C:11]([F:37])[CH:10]=2)[C@@H:5]([C:38]2[CH:42]=[N:41][NH:40][CH:39]=2)[CH2:4][CH2:3]1. The yield is 0.720. (3) The reactants are [CH3:1][O:2][C:3]1[CH:16]=[C:15]([O:17][CH3:18])[CH:14]=[CH:13][C:4]=1[CH2:5][NH:6][C:7]1[CH:12]=[CH:11][N:10]=[CH:9][N:8]=1.[C:19]([C:21]1[CH:22]=[C:23]([S:28](Cl)(=[O:30])=[O:29])[CH:24]=[CH:25][C:26]=1[F:27])#[N:20].N12CCN(CC1)CC2. The catalyst is C(#N)C. The product is [C:19]([C:21]1[CH:22]=[C:23]([S:28]([N:6]([CH2:5][C:4]2[CH:13]=[CH:14][C:15]([O:17][CH3:18])=[CH:16][C:3]=2[O:2][CH3:1])[C:7]2[CH:12]=[CH:11][N:10]=[CH:9][N:8]=2)(=[O:30])=[O:29])[CH:24]=[CH:25][C:26]=1[F:27])#[N:20]. The yield is 0.190. (4) The reactants are CN(C(ON1N=NC2C=CC=NC1=2)=[N+](C)C)C.F[P-](F)(F)(F)(F)F.C(N(CC)C(C)C)(C)C.[CH3:34][C:35]1[CH:40]=[CH:39][CH:38]=[C:37]([CH3:41])[C:36]=1[NH:42][C:43]([NH:45][C:46]1[C:47]([C:56](O)=[O:57])=[CH:48][C:49]2[C:54]([CH:55]=1)=[CH:53][CH:52]=[CH:51][CH:50]=2)=[O:44].Cl.[NH2:60][CH2:61][CH2:62][CH2:63][C:64]([O:66][CH2:67][CH3:68])=[O:65].C([O-])(O)=O.[Na+]. The catalyst is CN(C=O)C. The product is [CH3:34][C:35]1[CH:40]=[CH:39][CH:38]=[C:37]([CH3:41])[C:36]=1[NH:42][C:43]([NH:45][C:46]1[C:47]([C:56]([NH:60][CH2:61][CH2:62][CH2:63][C:64]([O:66][CH2:67][CH3:68])=[O:65])=[O:57])=[CH:48][C:49]2[C:54]([CH:55]=1)=[CH:53][CH:52]=[CH:51][CH:50]=2)=[O:44]. The yield is 0.630. (5) The reactants are [O:1]1[CH:6]=[CH:5][CH2:4][CH2:3][CH2:2]1.[OH:7][CH2:8][C:9]([O:11][CH2:12][CH3:13])=[O:10]. The catalyst is C1(C)C=CC=CC=1.CC1C=CC(S(O)(=O)=O)=CC=1. The product is [O:1]1[CH2:2][CH2:3][CH2:4][CH2:5][CH:6]1[O:7][CH2:8][C:9]([O:11][CH2:12][CH3:13])=[O:10]. The yield is 0.580. (6) The reactants are FC(F)(F)C([NH:5][CH2:6][C:7]1[CH:12]=[CH:11][CH:10]=[C:9]([NH:13][C:14]2[N:19]=[C:18]([C:20]3[C:21]([C:29]4[CH:34]=[CH:33][CH:32]=[C:31]([NH:35][C:36](=[O:43])[CH2:37][C:38]5[S:39][CH:40]=[CH:41][CH:42]=5)[CH:30]=4)=[N:22][N:23]4[CH:28]=[CH:27][CH:26]=[CH:25][C:24]=34)[CH:17]=[CH:16][N:15]=2)[CH:8]=1)=O.O[Li].O. The catalyst is C1COCC1.O.C(Cl)Cl. The product is [NH2:5][CH2:6][C:7]1[CH:8]=[C:9]([NH:13][C:14]2[N:19]=[C:18]([C:20]3[C:21]([C:29]4[CH:30]=[C:31]([NH:35][C:36](=[O:43])[CH2:37][C:38]5[S:39][CH:40]=[CH:41][CH:42]=5)[CH:32]=[CH:33][CH:34]=4)=[N:22][N:23]4[CH:28]=[CH:27][CH:26]=[CH:25][C:24]=34)[CH:17]=[CH:16][N:15]=2)[CH:10]=[CH:11][CH:12]=1. The yield is 0.940.